This data is from Full USPTO retrosynthesis dataset with 1.9M reactions from patents (1976-2016). The task is: Predict the reactants needed to synthesize the given product. (1) Given the product [CH2:28]([C:2]1[N:7]=[C:6]([C:8]([NH:10][CH:11]([C:15]2[CH:20]=[CH:19][C:18]([O:21][C:22]([F:25])([F:24])[F:23])=[CH:17][CH:16]=2)[CH2:12][O:13][CH3:14])=[O:9])[CH:5]=[C:4]([O:26][CH3:27])[N:3]=1)[C:29]1[CH:34]=[CH:33][CH:32]=[CH:31][CH:30]=1, predict the reactants needed to synthesize it. The reactants are: Cl[C:2]1[N:7]=[C:6]([C:8]([NH:10][CH:11]([C:15]2[CH:20]=[CH:19][C:18]([O:21][C:22]([F:25])([F:24])[F:23])=[CH:17][CH:16]=2)[CH2:12][O:13][CH3:14])=[O:9])[CH:5]=[C:4]([O:26][CH3:27])[N:3]=1.[CH2:28](B1OC(C)(C)C(C)(C)O1)[C:29]1[CH:34]=[CH:33][CH:32]=[CH:31][CH:30]=1.P([O-])([O-])([O-])=O.[K+].[K+].[K+].COCCOC. (2) Given the product [CH2:6]1[C:5]2([CH2:8][C:9](=[O:10])[O:11][C:1](=[O:3])[CH2:4]2)[CH2:7]1, predict the reactants needed to synthesize it. The reactants are: [C:1]([CH2:4][C:5]1([CH2:8][C:9]([OH:11])=[O:10])[CH2:7][CH2:6]1)([OH:3])=O.C(OC(=O)C)(=O)C. (3) Given the product [Cl:1][C:2]1[CH:3]=[C:4]([C:9]2([F:34])[CH2:13][C:12]3([CH2:18][CH2:17][N:16]([C:19]([NH:75][C:72]4[O:71][N:54]=[C:55]([CH3:56])[C:73]=4[CH3:69])=[O:21])[CH2:15][CH2:14]3)[O:11][CH2:10]2)[CH:5]=[C:6]([F:8])[CH:7]=1, predict the reactants needed to synthesize it. The reactants are: [Cl:1][C:2]1[CH:3]=[C:4]([C:9]2(O)[CH2:13][C:12]3([CH2:18][CH2:17][N:16]([C:19]([O:21]C(C)(C)C)=O)[CH2:15][CH2:14]3)[O:11][CH2:10]2)[CH:5]=[C:6]([F:8])[CH:7]=1.ClC1C=C(C2CC3(CCN(C(OC(C)(C)C)=O)CC3)OC2)C=C([F:34])C=1.CC[N:54](S(F)(F)F)[CH2:55][CH3:56].Cl.O1CCOCC1.C[C:69]1[C:73](C)=[C:72]([NH:75]C(=O)OC2C=CC=CC=2)[O:71]N=1.CCN(C(C)C)C(C)C.C(O)(C(F)(F)F)=O. (4) Given the product [CH3:20][O:21][CH2:22][CH2:23][O:24][C:36]1[CH:37]=[CH:38][C:33]([B:28]2[O:29][C:30]([CH3:32])([CH3:31])[C:26]([CH3:40])([CH3:25])[O:27]2)=[CH:34][CH:35]=1, predict the reactants needed to synthesize it. The reactants are: C1(P(C2C=CC=CC=2)C2C=CC=CC=2)C=CC=CC=1.[CH3:20][O:21][CH2:22][CH2:23][OH:24].[CH3:25][C:26]1([CH3:40])[C:30]([CH3:32])([CH3:31])[O:29][B:28]([C:33]2[CH:38]=[CH:37][C:36](O)=[CH:35][CH:34]=2)[O:27]1.N(C(N1CCCCC1)=O)=NC(N1CCCCC1)=O.